This data is from Full USPTO retrosynthesis dataset with 1.9M reactions from patents (1976-2016). The task is: Predict the reactants needed to synthesize the given product. (1) The reactants are: [CH3:1][C:2]1([CH3:35])[CH2:7][NH:6][CH2:5][C:4]2[NH:8][C:9]([C:11]3[C:12]([CH3:34])=[CH:13][C:14]([CH3:33])=[C:15]([CH:32]=3)[C:16]([N:18]3[CH2:23][CH2:22][CH:21]([C:24]4[CH:31]=[CH:30][C:27]([C:28]#[N:29])=[CH:26][CH:25]=4)[CH2:20][CH2:19]3)=[O:17])=[N:10][C:3]1=2.C(O)(=O)C.C(O[BH-](OC(=O)C)OC(=O)C)(=O)C.[Na+].[CH3:54][C:55]([CH3:57])=O. Given the product [CH:55]([N:6]1[CH2:7][C:2]([CH3:35])([CH3:1])[C:3]2[N:10]=[C:9]([C:11]3[C:12]([CH3:34])=[CH:13][C:14]([CH3:33])=[C:15]([CH:32]=3)[C:16]([N:18]3[CH2:19][CH2:20][CH:21]([C:24]4[CH:25]=[CH:26][C:27]([C:28]#[N:29])=[CH:30][CH:31]=4)[CH2:22][CH2:23]3)=[O:17])[NH:8][C:4]=2[CH2:5]1)([CH3:57])[CH3:54], predict the reactants needed to synthesize it. (2) Given the product [C:1]([O:5][C:6]([CH2:8][N:9]([CH:17]([CH2:46][C:47]1[CH:52]=[CH:51][C:50]([NH2:53])=[CH:49][CH:48]=1)[CH2:18][N:19]([CH2:38][C:39]([O:41][C:42]([CH3:43])([CH3:44])[CH3:45])=[O:40])[CH2:20][CH2:21][N:22]([CH2:30][C:31]([O:33][C:34]([CH3:35])([CH3:36])[CH3:37])=[O:32])[CH2:23][C:24]1[CH:25]=[CH:26][CH:27]=[CH:28][CH:29]=1)[CH2:10][C:11]1[CH:12]=[CH:13][CH:14]=[CH:15][CH:16]=1)=[O:7])([CH3:2])([CH3:3])[CH3:4], predict the reactants needed to synthesize it. The reactants are: [C:1]([O:5][C:6]([CH2:8][N:9]([CH:17]([CH2:46][C:47]1[CH:52]=[CH:51][C:50]([N+:53]([O-])=O)=[CH:49][CH:48]=1)[CH2:18][N:19]([CH2:38][C:39]([O:41][C:42]([CH3:45])([CH3:44])[CH3:43])=[O:40])[CH2:20][CH2:21][N:22]([CH2:30][C:31]([O:33][C:34]([CH3:37])([CH3:36])[CH3:35])=[O:32])[CH2:23][C:24]1[CH:29]=[CH:28][CH:27]=[CH:26][CH:25]=1)[CH2:10][C:11]1[CH:16]=[CH:15][CH:14]=[CH:13][CH:12]=1)=[O:7])([CH3:4])([CH3:3])[CH3:2].[BH4-].[Na+]. (3) Given the product [F:27][CH:28]([F:38])[CH2:29][O:30][C:31]1[CH:32]=[C:33]([NH:34][C:4](=[O:6])[C:3]2[C:7]([N+:11]([O-:13])=[O:12])=[CH:8][CH:9]=[CH:10][C:2]=2[F:1])[CH:35]=[CH:36][CH:37]=1, predict the reactants needed to synthesize it. The reactants are: [F:1][C:2]1[CH:10]=[CH:9][CH:8]=[C:7]([N+:11]([O-:13])=[O:12])[C:3]=1[C:4]([OH:6])=O.C(Cl)(=O)C(Cl)=O.C(N(CC)CC)C.[F:27][CH:28]([F:38])[CH2:29][O:30][C:31]1[CH:32]=[C:33]([CH:35]=[CH:36][CH:37]=1)[NH2:34].Cl. (4) Given the product [CH2:15]([N:1]1[CH:5]=[CH:4][CH:3]=[N:2]1)[C:16]1[CH:21]=[CH:20][CH:19]=[CH:18][CH:17]=1, predict the reactants needed to synthesize it. The reactants are: [NH:1]1[CH:5]=[CH:4][CH:3]=[N:2]1.[OH-].[K+].C(=O)([O-])[O-].[K+].[K+].Br[CH2:15][C:16]1[CH:21]=[CH:20][CH:19]=[CH:18][CH:17]=1. (5) Given the product [CH:14]1([N:7]2[CH2:8][CH2:9][C:10](=[O:13])[N:11]([CH3:12])[C:5]3[CH:4]=[N:3][C:2]([NH:20][C:21]4[CH:29]=[CH:28][C:24]([C:25]([OH:27])=[O:26])=[CH:23][C:22]=4[O:30][CH3:31])=[N:19][C:6]2=3)[CH2:18][CH2:17][CH2:16][CH2:15]1, predict the reactants needed to synthesize it. The reactants are: Cl[C:2]1[N:3]=[CH:4][C:5]2[N:11]([CH3:12])[C:10](=[O:13])[CH2:9][CH2:8][N:7]([CH:14]3[CH2:18][CH2:17][CH2:16][CH2:15]3)[C:6]=2[N:19]=1.[NH2:20][C:21]1[CH:29]=[CH:28][C:24]([C:25]([OH:27])=[O:26])=[CH:23][C:22]=1[O:30][CH3:31].C(O)C.